This data is from Reaction yield outcomes from USPTO patents with 853,638 reactions. The task is: Predict the reaction yield, written as a fraction of the theoretical maximum amount of product (1.0 means a 100% yield; for example, 0.34 means a 34% yield). (1) The reactants are [CH2:1]([O:8][C:9]1[CH:23]=[C:22]([O:24][CH2:25][C:26]2[CH:31]=[CH:30][CH:29]=[CH:28][CH:27]=2)[C:21]([C:32]([CH3:34])=[CH2:33])=[CH:20][C:10]=1[C:11]([N:13]([CH2:17][C:18]#[CH:19])[CH2:14][C:15]#[CH:16])=[O:12])[C:2]1[CH:7]=[CH:6][CH:5]=[CH:4][CH:3]=1.[CH2:35]([OH:40])[CH2:36][CH2:37][C:38]#[CH:39].CCCCCCC. The catalyst is C(OCC)(=O)C. The product is [CH2:1]([O:8][C:9]1[CH:23]=[C:22]([O:24][CH2:25][C:26]2[CH:27]=[CH:28][CH:29]=[CH:30][CH:31]=2)[C:21]([C:32]([CH3:34])=[CH2:33])=[CH:20][C:10]=1[C:11]([N:13]1[CH2:17][C:18]2[C:15](=[CH:16][CH:39]=[C:38]([CH2:37][CH2:36][CH2:35][OH:40])[CH:19]=2)[CH2:14]1)=[O:12])[C:2]1[CH:7]=[CH:6][CH:5]=[CH:4][CH:3]=1. The yield is 0.390. (2) The product is [C:21]1([C:27]2[C:28]3[C:29](=[CH:4][CH:3]=[CH:2][CH:14]=3)[C:13]([C:2]3[CH:3]=[CH:4][C:5]4[NH:6][C:7]5[C:12]([C:13]=4[CH:14]=3)=[CH:11][CH:10]=[CH:9][CH:8]=5)=[C:12]3[C:11]=2[CH:10]=[CH:9][CH:8]=[CH:7]3)[CH:26]=[CH:25][CH:24]=[CH:23][CH:22]=1. The yield is 0.600. The catalyst is C1C=CC([P]([Pd]([P](C2C=CC=CC=2)(C2C=CC=CC=2)C2C=CC=CC=2)([P](C2C=CC=CC=2)(C2C=CC=CC=2)C2C=CC=CC=2)[P](C2C=CC=CC=2)(C2C=CC=CC=2)C2C=CC=CC=2)(C2C=CC=CC=2)C2C=CC=CC=2)=CC=1. The reactants are Br[C:2]1[CH:3]=[CH:4][C:5]2[NH:6][C:7]3[C:12]([C:13]=2[CH:14]=1)=[CH:11][CH:10]=[CH:9][CH:8]=3.C([O-])([O-])=O.[Na+].[Na+].[C:21]1([CH3:27])[CH:26]=[CH:25][CH:24]=[CH:23][CH:22]=1.[CH2:28](O)[CH3:29].O.